Task: Predict the reactants needed to synthesize the given product.. Dataset: Full USPTO retrosynthesis dataset with 1.9M reactions from patents (1976-2016) (1) The reactants are: [CH2:1]([O:3][C:4]([CH:6]1[N:10]2[CH2:11][CH2:12][C:13]([C:15]([CH3:18])([CH3:17])[CH3:16])=[N:14][C:9]2=[CH:8][C:7]1=[O:19])=[O:5])[CH3:2].[F:20][C:21]1[CH:28]=[CH:27][CH:26]=[CH:25][C:22]=1[CH2:23]Br. Given the product [CH2:1]([O:3][C:4]([CH:6]1[N:10]2[C:11]([CH2:23][C:22]3[CH:25]=[CH:26][CH:27]=[CH:28][C:21]=3[F:20])=[CH:12][C:13]([C:15]([CH3:18])([CH3:17])[CH3:16])=[N:14][C:9]2=[CH:8][C:7]1=[O:19])=[O:5])[CH3:2], predict the reactants needed to synthesize it. (2) Given the product [Br:1][C:2]1[CH:7]=[CH:6][C:5]([S:8][C:9]2[N:14]=[C:13]([CH3:15])[C:12]([CH2:16][O:17][CH2:21][O:22][CH3:23])=[CH:11][CH:10]=2)=[CH:4][C:3]=1[CH3:18], predict the reactants needed to synthesize it. The reactants are: [Br:1][C:2]1[CH:7]=[CH:6][C:5]([S:8][C:9]2[N:14]=[C:13]([CH3:15])[C:12]([CH2:16][OH:17])=[CH:11][CH:10]=2)=[CH:4][C:3]=1[CH3:18].[H-].[Na+].[CH3:21][O:22][CH2:23]Cl.C([O-])(O)=O.[Na+]. (3) The reactants are: N[C:2]1[CH:10]=[CH:9][C:5]([C:6]([OH:8])=[O:7])=[C:4]([O:11][CH2:12][CH3:13])[CH:3]=1.N([O-])=O.[Na+].C(=O)(O)[O-].[Na+].[Cu][C:24]#[N:25].[C-]#N.[Na+]. Given the product [C:24]([C:2]1[CH:10]=[CH:9][C:5]([C:6]([OH:8])=[O:7])=[C:4]([O:11][CH2:12][CH3:13])[CH:3]=1)#[N:25], predict the reactants needed to synthesize it. (4) Given the product [CH3:20][O:19][C:15]1[CH:14]=[C:13]([CH:18]=[CH:17][CH:16]=1)[C:12]([NH:1][C:2]1[CH:3]=[C:4]2[C:8](=[CH:9][CH:10]=1)[C:7](=[O:11])[CH2:6][CH2:5]2)=[O:21], predict the reactants needed to synthesize it. The reactants are: [NH2:1][C:2]1[CH:3]=[C:4]2[C:8](=[CH:9][CH:10]=1)[C:7](=[O:11])[CH2:6][CH2:5]2.[C:12](Cl)(=[O:21])[C:13]1[CH:18]=[CH:17][CH:16]=[C:15]([O:19][CH3:20])[CH:14]=1.C(N(CC)CC)C.